From a dataset of Reaction yield outcomes from USPTO patents with 853,638 reactions. Predict the reaction yield, written as a fraction of the theoretical maximum amount of product (1.0 means a 100% yield; for example, 0.34 means a 34% yield). (1) The reactants are C(S(N1CC(CC#N)([N:10]2[CH:14]=[C:13]([C:15]3[C:16]4[CH:23]=[CH:22][N:21]([CH2:24][O:25][CH2:26][CH2:27][Si:28]([CH3:31])([CH3:30])[CH3:29])[C:17]=4[N:18]=[CH:19][N:20]=3)[CH:12]=[N:11]2)C1)(=O)=O)C.O.Cl.[OH-].[Na+]. The catalyst is O1CCCC1. The product is [NH:10]1[CH:14]=[C:13]([C:15]2[C:16]3[CH:23]=[CH:22][N:21]([CH2:24][O:25][CH2:26][CH2:27][Si:28]([CH3:31])([CH3:30])[CH3:29])[C:17]=3[N:18]=[CH:19][N:20]=2)[CH:12]=[N:11]1. The yield is 0.821. (2) The reactants are [NH:1]1[CH2:5][CH2:4][CH2:3][CH:2]1[C:6]([OH:9])([CH3:8])[CH3:7].C([O-])([O-])=O.[K+].[K+].[N+:16]([C:19]1[CH:26]=[CH:25][C:22]([CH2:23]Br)=[CH:21][CH:20]=1)([O-:18])=[O:17]. The catalyst is CC#N. The product is [N+:16]([C:19]1[CH:26]=[CH:25][C:22]([CH2:23][N:1]2[CH2:5][CH2:4][CH2:3][CH:2]2[C:6]([OH:9])([CH3:8])[CH3:7])=[CH:21][CH:20]=1)([O-:18])=[O:17]. The yield is 0.510. (3) The reactants are [Br:1][C:2]1[CH:3]=[CH:4][C:5]([Cl:19])=[C:6]([CH:18]=1)[CH2:7][C:8]1[CH:17]=[CH:16][C:11]([O:12][CH2:13][CH2:14][OH:15])=[CH:10][CH:9]=1.N1C=CC=CC=1.[S:26](Cl)([C:29]1[CH:35]=[CH:34][C:32]([CH3:33])=[CH:31][CH:30]=1)(=[O:28])=[O:27].CC(=O)OCC. The catalyst is C(Cl)Cl.O. The product is [CH3:33][C:32]1[CH:34]=[CH:35][C:29]([S:26]([O:15][CH2:14][CH2:13][O:12][C:11]2[CH:16]=[CH:17][C:8]([CH2:7][C:6]3[CH:18]=[C:2]([Br:1])[CH:3]=[CH:4][C:5]=3[Cl:19])=[CH:9][CH:10]=2)(=[O:28])=[O:27])=[CH:30][CH:31]=1. The yield is 0.817.